Dataset: Retrosynthesis with 50K atom-mapped reactions and 10 reaction types from USPTO. Task: Predict the reactants needed to synthesize the given product. (1) Given the product CC(=O)N1CCN(c2ccc(N)c(OC3COC3)n2)CC1, predict the reactants needed to synthesize it. The reactants are: CC(=O)N1CCN(c2ccc([N+](=O)[O-])c(OC3COC3)n2)CC1. (2) Given the product O=C(O)c1cccc2cc(-c3ccc(OCc4c(-c5c(Cl)cccc5Cl)noc4C4CCC4)cc3)ccc12, predict the reactants needed to synthesize it. The reactants are: COC(=O)c1cccc2cc(-c3ccc(OCc4c(-c5c(Cl)cccc5Cl)noc4C4CCC4)cc3)ccc12.